From a dataset of Forward reaction prediction with 1.9M reactions from USPTO patents (1976-2016). Predict the product of the given reaction. (1) Given the reactants [CH2:1]([C:3]1[C:11]2[C:10]([C:12]([O:14][CH2:15][CH3:16])=[O:13])=[CH:9][C:8](O)=[N:7][C:6]=2[NH:5][N:4]=1)[CH3:2].P(Br)(Br)([Br:20])=O, predict the reaction product. The product is: [Br:20][C:8]1[CH:9]=[C:10]([C:12]([O:14][CH2:15][CH3:16])=[O:13])[C:11]2[C:3]([CH2:1][CH3:2])=[N:4][NH:5][C:6]=2[N:7]=1. (2) Given the reactants [NH2:1][CH2:2][C:3]1[CH:4]=[C:5]([C:9]2[CH:10]=[C:11]3[C:16](=[N:17][CH:18]=2)[N:15]([C:19]([NH2:21])=[O:20])[CH2:14][CH2:13][CH2:12]3)[CH:6]=[N:7][CH:8]=1.[C:22](O)(=[O:24])[CH3:23].C(N(CC)CC)C.CN(C(ON1N=NC2C=CC=CC1=2)=[N+](C)C)C.[B-](F)(F)(F)F, predict the reaction product. The product is: [C:22]([NH:1][CH2:2][C:3]1[CH:4]=[C:5]([C:9]2[CH:10]=[C:11]3[C:16](=[N:17][CH:18]=2)[N:15]([C:19]([NH2:21])=[O:20])[CH2:14][CH2:13][CH2:12]3)[CH:6]=[N:7][CH:8]=1)(=[O:24])[CH3:23]. (3) Given the reactants NC1C=CC(C2N=C(N([CH2:15][C:16]3[CH:25]=[CH:24][C:19]([C:20]([O:22]C)=O)=[CH:18][CH:17]=3)C)SC=2)=CC=1, predict the reaction product. The product is: [CH:15]1([C:16]2[CH:17]=[CH:18][C:19]([CH:20]=[O:22])=[CH:24][CH:25]=2)[CH2:24][CH2:25][CH2:16][CH2:17][CH2:18]1. (4) Given the reactants [CH3:1][O:2][C:3]1[CH:48]=[CH:47][C:6]([CH2:7][N:8]2[C:26](=[O:27])[N:25]3[CH:21]([CH2:22][CH:23]([O:28][C:29]4[CH:34]=[C:33]([C:35]5[CH:40]=[CH:39][CH:38]=[CH:37][CH:36]=5)[N:32]=[C:31]([O:41][CH3:42])[N:30]=4)[CH2:24]3)[C:20](=[O:43])[NH:19][C:18]3([C:44](O)=[O:45])[CH:16]([CH2:17]3)[CH:15]=[CH:14][CH2:13][CH2:12][CH2:11][CH2:10][CH2:9]2)=[CH:5][CH:4]=1.CCN=C=NCCCN(C)C.[CH3:60][C:61]1([S:64]([NH2:67])(=[O:66])=[O:65])[CH2:63][CH2:62]1.C1CCN2C(=NCCC2)CC1.C(O)(=O)CC(CC(O)=O)(C(O)=O)O, predict the reaction product. The product is: [CH3:1][O:2][C:3]1[CH:48]=[CH:47][C:6]([CH2:7][N:8]2[C:26](=[O:27])[N:25]3[CH:21]([CH2:22][CH:23]([O:28][C:29]4[CH:34]=[C:33]([C:35]5[CH:36]=[CH:37][CH:38]=[CH:39][CH:40]=5)[N:32]=[C:31]([O:41][CH3:42])[N:30]=4)[CH2:24]3)[C:20](=[O:43])[NH:19][C:18]3([C:44]([NH:67][S:64]([C:61]4([CH3:60])[CH2:63][CH2:62]4)(=[O:66])=[O:65])=[O:45])[CH:16]([CH2:17]3)[CH:15]=[CH:14][CH2:13][CH2:12][CH2:11][CH2:10][CH2:9]2)=[CH:5][CH:4]=1. (5) Given the reactants [F:1][C:2]1[CH:3]=[C:4]([CH:7]=[CH:8][C:9]=1[OH:10])[CH:5]=[O:6].[CH3:11][C:12]1[O:16][C:15]([C:17]2[CH:22]=[CH:21][CH:20]=[CH:19][CH:18]=2)=[N:14][C:13]=1[CH2:23][CH2:24]OS(C)(=O)=O, predict the reaction product. The product is: [F:1][C:2]1[CH:3]=[C:4]([CH:7]=[CH:8][C:9]=1[O:10][CH2:24][CH2:23][C:13]1[N:14]=[C:15]([C:17]2[CH:22]=[CH:21][CH:20]=[CH:19][CH:18]=2)[O:16][C:12]=1[CH3:11])[CH:5]=[O:6].